This data is from Forward reaction prediction with 1.9M reactions from USPTO patents (1976-2016). The task is: Predict the product of the given reaction. Given the reactants [Cl:1][C:2]1[N:7]=[C:6]([NH:8][NH:9][C:10](=[O:30])[C@H:11]([CH2:24][CH:25]2[CH2:29][CH2:28][CH2:27][CH2:26]2)[CH2:12][N:13]([O:16]CC2C=CC=CC=2)[CH:14]=[O:15])[C:5]([F:31])=[C:4]([NH:32][CH:33]2[CH2:36][CH2:35][CH2:34]2)[N:3]=1, predict the reaction product. The product is: [Cl:1][C:2]1[N:7]=[C:6]([NH:8][NH:9][C:10](=[O:30])[C@H:11]([CH2:24][CH:25]2[CH2:29][CH2:28][CH2:27][CH2:26]2)[CH2:12][N:13]([OH:16])[CH:14]=[O:15])[C:5]([F:31])=[C:4]([NH:32][CH:33]2[CH2:36][CH2:35][CH2:34]2)[N:3]=1.